Task: Predict the product of the given reaction.. Dataset: Forward reaction prediction with 1.9M reactions from USPTO patents (1976-2016) (1) Given the reactants [C:1]([C:3]1[CH:4]=[N:5][CH:6]=[C:7]([CH:20]=1)[C:8]([N:10]=[S@@:11]([CH3:19])(=[O:18])[C:12]1[CH:17]=[CH:16][CH:15]=[CH:14][CH:13]=1)=[O:9])#[CH:2].I[C:22]1[CH:30]=[C:26]([C:27]([OH:29])=[O:28])[C:25]([OH:31])=[CH:24][CH:23]=1, predict the reaction product. The product is: [OH:31][C:25]1[CH:24]=[CH:23][C:22]([C:2]#[C:1][C:3]2[CH:4]=[N:5][CH:6]=[C:7]([C:8]([N:10]=[S@@:11]([CH3:19])(=[O:18])[C:12]3[CH:13]=[CH:14][CH:15]=[CH:16][CH:17]=3)=[O:9])[CH:20]=2)=[CH:30][C:26]=1[C:27]([OH:29])=[O:28]. (2) Given the reactants Cl[C:2]1[C:7]([F:8])=[CH:6][CH:5]=[CH:4][N:3]=1.[Cl:9][C:10]1[CH:15]=[CH:14][C:13](B(O)O)=[CH:12][CH:11]=1.C(=O)([O-])[O-].[Na+].[Na+], predict the reaction product. The product is: [Cl:9][C:10]1[CH:15]=[CH:14][C:13]([C:2]2[C:7]([F:8])=[CH:6][CH:5]=[CH:4][N:3]=2)=[CH:12][CH:11]=1. (3) Given the reactants [CH2:1]([N:3]([C:29](=O)[C:30]1[CH:35]=[CH:34][C:33]([OH:36])=[CH:32][CH:31]=1)[C:4]1[CH:9]=[C:8]([O:10][CH3:11])[CH:7]=[CH:6][C:5]=1[C@H:12]1[CH2:21][CH2:20][C:19]2[CH:18]=[C:17]([O:22]C(=O)C(C)(C)C)[CH:16]=[CH:15][C:14]=2[CH2:13]1)[CH3:2].Cl[CH2:39][C:40]([N:42]1[CH2:47][CH2:46][CH2:45][CH2:44][CH2:43]1)=O, predict the reaction product. The product is: [CH2:1]([N:3]([CH2:29][C:30]1[CH:31]=[CH:32][C:33]([O:36][CH2:39][CH2:40][N:42]2[CH2:47][CH2:46][CH2:45][CH2:44][CH2:43]2)=[CH:34][CH:35]=1)[C:4]1[CH:9]=[C:8]([O:10][CH3:11])[CH:7]=[CH:6][C:5]=1[C@H:12]1[CH2:21][CH2:20][C:19]2[CH:18]=[C:17]([OH:22])[CH:16]=[CH:15][C:14]=2[CH2:13]1)[CH3:2]. (4) Given the reactants [CH:1]([N:4]1[CH:8]=[CH:7][C:6]([CH2:9]O)=[N:5]1)([CH3:3])[CH3:2].O=S(Cl)[Cl:13], predict the reaction product. The product is: [ClH:13].[Cl:13][CH2:9][C:6]1[CH:7]=[CH:8][N:4]([CH:1]([CH3:3])[CH3:2])[N:5]=1. (5) Given the reactants [CH2:1]([N:8]1[CH:12]=[C:11]([C:13]2[N:18]3[N:19]=[C:20]([NH2:22])[N:21]=[C:17]3[CH:16]=[CH:15][CH:14]=2)[CH:10]=[N:9]1)[C:2]1[CH:7]=[CH:6][CH:5]=[CH:4][CH:3]=1.Br[C:24]1[CH:37]=[CH:36][C:27]([O:28][CH2:29][CH2:30][N:31]2[CH2:35][CH2:34][CH2:33][CH2:32]2)=[CH:26][CH:25]=1.CC1(C)C2C(=C(P(C3C=CC=CC=3)C3C=CC=CC=3)C=CC=2)OC2C(P(C3C=CC=CC=3)C3C=CC=CC=3)=CC=CC1=2.CC(C)([O-])C.[Na+], predict the reaction product. The product is: [CH2:1]([N:8]1[CH:12]=[C:11]([C:13]2[N:18]3[N:19]=[C:20]([NH:22][C:24]4[CH:25]=[CH:26][C:27]([O:28][CH2:29][CH2:30][N:31]5[CH2:32][CH2:33][CH2:34][CH2:35]5)=[CH:36][CH:37]=4)[N:21]=[C:17]3[CH:16]=[CH:15][CH:14]=2)[CH:10]=[N:9]1)[C:2]1[CH:7]=[CH:6][CH:5]=[CH:4][CH:3]=1. (6) Given the reactants C(O)(=O)C.[CH2:5]([S:12][C:13]1[CH:18]=[CH:17][C:16]([NH:19][C:20]2[CH:25]=[C:24]([F:26])[C:23]([Br:27])=[CH:22][C:21]=2[O:28][CH3:29])=[C:15]([N+:30]([O-])=O)[CH:14]=1)[C:6]1[CH:11]=[CH:10][CH:9]=[CH:8][CH:7]=1, predict the reaction product. The product is: [CH2:5]([S:12][C:13]1[CH:14]=[C:15]([NH2:30])[C:16]([NH:19][C:20]2[CH:25]=[C:24]([F:26])[C:23]([Br:27])=[CH:22][C:21]=2[O:28][CH3:29])=[CH:17][CH:18]=1)[C:6]1[CH:11]=[CH:10][CH:9]=[CH:8][CH:7]=1. (7) Given the reactants [C:1]1([OH:7])[CH:6]=[CH:5][CH:4]=[CH:3][CH:2]=1.[H-].[Na+].Cl[C:11]1[CH:16]=[C:15]([O:17][CH3:18])[C:14]([N+:19]([O-:21])=[O:20])=[CH:13][N:12]=1.[Cl-].[NH4+], predict the reaction product. The product is: [CH3:18][O:17][C:15]1[C:14]([N+:19]([O-:21])=[O:20])=[CH:13][N:12]=[C:11]([O:7][C:1]2[CH:6]=[CH:5][CH:4]=[CH:3][CH:2]=2)[CH:16]=1. (8) Given the reactants [CH3:1][CH:2]1[O:10][C:9]2([CH2:15][CH2:14][CH:13]([N:16]3[C:21](=[O:22])[C:20]([CH2:23][C:24]4[CH:29]=[CH:28][C:27]([C:30]5[C:31]([C:36]#[N:37])=[CH:32][CH:33]=[CH:34][CH:35]=5)=[CH:26][CH:25]=4)=[C:19]([CH2:38][CH2:39][CH3:40])[N:18]4[N:41]=[CH:42][N:43]=[C:17]34)[CH2:12][CH2:11]2)[O:8][CH2:7][C:3]21[CH2:6][CH2:5][CH2:4]2.[B-]C#N.[Na+].S([O-])([O-])(=O)=O.[Mg+2].C(=O)([O-])O.[Na+], predict the reaction product. The product is: [CH:7]([C:3]1([CH:2]([O:10][CH:9]2[CH2:15][CH2:14][CH:13]([N:16]3[C:21](=[O:22])[C:20]([CH2:23][C:24]4[CH:25]=[CH:26][C:27]([C:30]5[C:31]([C:36]#[N:37])=[CH:32][CH:33]=[CH:34][CH:35]=5)=[CH:28][CH:29]=4)=[C:19]([CH2:38][CH2:39][CH3:40])[N:18]4[N:41]=[CH:42][N:43]=[C:17]34)[CH2:12][CH2:11]2)[CH3:1])[CH2:6][CH2:5][CH2:4]1)=[O:8]. (9) Given the reactants [N+:1]([C:4]1[CH:15]=[C:14]([C:16]([CH3:19])([CH3:18])[CH3:17])[CH:13]=[CH:12][C:5]=1[C:6]([NH:8][CH2:9][CH:10]=[O:11])=[O:7])([O-])=O.[C:20](C1C=CC2C(=O)NCC=NC=2C=1)(C)(C)C, predict the reaction product. The product is: [C:16]([C:14]1[CH:13]=[CH:12][C:5]2[C:6](=[O:7])[NH:8][CH2:9][CH:10]([O:11][CH3:20])[NH:1][C:4]=2[CH:15]=1)([CH3:19])([CH3:18])[CH3:17].